Dataset: Peptide-MHC class II binding affinity with 134,281 pairs from IEDB. Task: Regression. Given a peptide amino acid sequence and an MHC pseudo amino acid sequence, predict their binding affinity value. This is MHC class II binding data. (1) The peptide sequence is MNMSRQGIFQTVGSG. The MHC is DRB1_0802 with pseudo-sequence DRB1_0802. The binding affinity (normalized) is 0.251. (2) The peptide sequence is KYFAATQFEPLAARL. The MHC is HLA-DQA10301-DQB10301 with pseudo-sequence HLA-DQA10301-DQB10301. The binding affinity (normalized) is 0.668. (3) The peptide sequence is DVVPEKYTIGATYAP. The MHC is DRB1_0405 with pseudo-sequence DRB1_0405. The binding affinity (normalized) is 0.224.